This data is from Forward reaction prediction with 1.9M reactions from USPTO patents (1976-2016). The task is: Predict the product of the given reaction. (1) Given the reactants [NH2:1][C:2]1[CH:10]=[CH:9][C:5]([C:6]([OH:8])=[O:7])=[CH:4][C:3]=1[N+:11]([O-:13])=[O:12].[Cl-].[CH3:15]O, predict the reaction product. The product is: [CH3:15][O:7][C:6](=[O:8])[C:5]1[CH:9]=[CH:10][C:2]([NH2:1])=[C:3]([N+:11]([O-:13])=[O:12])[CH:4]=1. (2) Given the reactants [CH3:1][C:2]1([C:6](O)=O)[CH2:5][CH2:4][CH2:3]1.P(Cl)(Cl)(Cl)=O.[NH2:14][NH:15][C:16]([NH2:18])=[S:17], predict the reaction product. The product is: [CH3:1][C:2]1([C:6]2[S:17][C:16]([NH2:18])=[N:15][N:14]=2)[CH2:5][CH2:4][CH2:3]1. (3) The product is: [F:33][C:11]([F:10])([F:32])[C:12]1[CH:13]=[C:14]([CH:29]=[CH:30][CH:31]=1)[O:15][C:16]1[CH:17]=[CH:18][C:19]([C:22]2[C:23]3=[N:28][S:6](=[O:8])(=[O:7])[CH2:5][CH2:4][N:24]3[CH:25]=[CH:26][CH:27]=2)=[CH:20][CH:21]=1. Given the reactants [H-].[Na+].Cl[CH2:4][CH2:5][S:6](Cl)(=[O:8])=[O:7].[F:10][C:11]([F:33])([F:32])[C:12]1[CH:13]=[C:14]([CH:29]=[CH:30][CH:31]=1)[O:15][C:16]1[CH:21]=[CH:20][C:19]([C:22]2[C:23]([NH2:28])=[N:24][CH:25]=[CH:26][CH:27]=2)=[CH:18][CH:17]=1, predict the reaction product. (4) Given the reactants [O:1]1[CH2:6][CH2:5][CH:4]([C:7]([O:9][CH2:10][CH3:11])=[O:8])[CH2:3][CH2:2]1.[Li+].[CH3:13]C([N-]C(C)C)C.CI, predict the reaction product. The product is: [CH3:13][C:4]1([C:7]([O:9][CH2:10][CH3:11])=[O:8])[CH2:5][CH2:6][O:1][CH2:2][CH2:3]1. (5) Given the reactants [CH3:1][C:2]1[C:7]([C:8](OCC)=[O:9])=[C:6]([CH3:13])[CH:5]=[CH:4][N:3]=1.[H-].C([Al+]CC(C)C)C(C)C.[C@H](O)(C([O-])=O)[C@@H](O)C([O-])=O.[Na+].[K+], predict the reaction product. The product is: [CH3:1][C:2]1[C:7]([CH2:8][OH:9])=[C:6]([CH3:13])[CH:5]=[CH:4][N:3]=1. (6) Given the reactants [Cl:1][C:2]1[CH:3]=[C:4]([NH:9][C:10]2[C:19]3[C:14](=[C:15]([O:23]C)[CH:16]=[C:17]([N+:20]([O-:22])=[O:21])[CH:18]=3)[N:13]=[CH:12][C:11]=2[C:25]#[N:26])[CH:5]=[CH:6][C:7]=1[F:8].Cl.N1C=CC=CC=1, predict the reaction product. The product is: [Cl:1][C:2]1[CH:3]=[C:4]([NH:9][C:10]2[C:19]3[C:14](=[C:15]([OH:23])[CH:16]=[C:17]([N+:20]([O-:22])=[O:21])[CH:18]=3)[N:13]=[CH:12][C:11]=2[C:25]#[N:26])[CH:5]=[CH:6][C:7]=1[F:8]. (7) Given the reactants [OH:1][CH:2]1[CH:7]([C:8]2[CH:13]=[CH:12][C:11]([O:14][CH2:15][CH2:16][CH2:17][O:18][CH2:19][C:20]3[CH:25]=[CH:24][CH:23]=[CH:22][C:21]=3[O:26][CH3:27])=[CH:10][CH:9]=2)[CH2:6][CH2:5][N:4]([C:28]([O:30][C:31]([CH3:34])([CH3:33])[CH3:32])=[O:29])[CH2:3]1.[CH2:35]([C@@H:37]1[O:39][CH2:38]1)Cl, predict the reaction product. The product is: [CH3:27][O:26][C:21]1[CH:22]=[CH:23][CH:24]=[CH:25][C:20]=1[CH2:19][O:18][CH2:17][CH2:16][CH2:15][O:14][C:11]1[CH:12]=[CH:13][C:8]([CH:7]2[CH2:6][CH2:5][N:4]([C:28]([O:30][C:31]([CH3:34])([CH3:33])[CH3:32])=[O:29])[CH2:3][CH:2]2[O:1][CH2:35][CH:37]2[CH2:38][O:39]2)=[CH:9][CH:10]=1. (8) Given the reactants [O:1]=[C:2]1[CH2:7][C:6](=O)[CH2:5][CH2:4][N:3]1C(OC(C)(C)C)=O.[F:16][C:17]1[CH:22]=[CH:21][C:20]([NH:23]N)=[CH:19][CH:18]=1.OS(O)(=O)=O, predict the reaction product. The product is: [F:16][C:17]1[CH:22]=[CH:21][C:20]2[NH:23][C:6]3[CH2:5][CH2:4][NH:3][C:2](=[O:1])[C:7]=3[C:19]=2[CH:18]=1. (9) Given the reactants [CH:1]1([CH2:7][CH2:8][C:9]([C:11]2[CH:16]=[CH:15][C:14]([O:17][CH3:18])=[CH:13][CH:12]=2)=[O:10])[CH2:6][CH2:5][CH2:4][CH2:3][CH2:2]1.[Br-:19], predict the reaction product. The product is: [Br:19][CH:8]([CH2:7][CH:1]1[CH2:6][CH2:5][CH2:4][CH2:3][CH2:2]1)[C:9]([C:11]1[CH:16]=[CH:15][C:14]([O:17][CH3:18])=[CH:13][CH:12]=1)=[O:10].